From a dataset of Full USPTO retrosynthesis dataset with 1.9M reactions from patents (1976-2016). Predict the reactants needed to synthesize the given product. (1) Given the product [CH2:24]([C:20]1[N:16]=[C:15]2[N:11]([CH:8]([CH2:9][CH3:10])[CH2:6][CH3:7])[N:12]=[C:13]([CH3:18])[C:14]2=[N:17][C:21]=1[OH:22])[CH3:25], predict the reactants needed to synthesize it. The reactants are: S(O)(O)(=O)=O.[CH2:6]([CH:8]([N:11]1[C:15]([NH2:16])=[C:14]([NH2:17])[C:13]([CH3:18])=[N:12]1)[CH2:9][CH3:10])[CH3:7].O=[C:20]([CH2:24][CH3:25])[C:21](O)=[O:22].O.[Cl-].COC1N=C(OC)N=C([N+]2(C)CCOCC2)N=1.O. (2) Given the product [F:1][C:2]([F:7])([F:6])[C:3]([OH:5])=[O:4].[Cl:23][C:20]1[CH:21]=[CH:22][C:17]2[O:16][C:15](=[O:24])[CH:14]=[C:13]([O:12][CH2:11][CH2:10][CH2:9][NH:8][C:35](=[O:42])[C:36]3[CH:41]=[CH:40][N:39]=[CH:38][CH:37]=3)[C:18]=2[CH:19]=1, predict the reactants needed to synthesize it. The reactants are: [F:1][C:2]([F:7])([F:6])[C:3]([OH:5])=[O:4].[NH2:8][CH2:9][CH2:10][CH2:11][O:12][C:13]1[C:18]2[CH:19]=[C:20]([Cl:23])[CH:21]=[CH:22][C:17]=2[O:16][C:15](=[O:24])[CH:14]=1.CCN(C(C)C)C(C)C.Cl.[C:35](Cl)(=[O:42])[C:36]1[CH:41]=[CH:40][N:39]=[CH:38][CH:37]=1. (3) The reactants are: [CH2:1]([O:3][C:4](=[O:29])[CH2:5][C:6]1[CH:11]=[CH:10][C:9]([O:12][CH3:13])=[C:8]([O:14][C:15]2[CH:20]=[CH:19][C:18]([C:21]([F:24])([F:23])[F:22])=[CH:17][C:16]=2[CH2:25][NH:26][CH2:27][CH3:28])[CH:7]=1)[CH3:2].Cl[C:31]([O:33][CH3:34])=[O:32]. Given the product [CH2:1]([O:3][C:4](=[O:29])[CH2:5][C:6]1[CH:11]=[CH:10][C:9]([O:12][CH3:13])=[C:8]([O:14][C:15]2[CH:20]=[CH:19][C:18]([C:21]([F:24])([F:22])[F:23])=[CH:17][C:16]=2[CH2:25][N:26]([CH2:27][CH3:28])[C:31]([O:33][CH3:34])=[O:32])[CH:7]=1)[CH3:2], predict the reactants needed to synthesize it. (4) Given the product [CH3:1][NH:2][CH2:10][CH2:9][CH2:8][CH2:7][CH2:6][CH2:5][C:4]([F:32])([F:3])[C:22]([F:31])([F:30])[C:23]([F:29])([F:28])[C:24]([F:27])([F:26])[F:25], predict the reactants needed to synthesize it. The reactants are: [CH3:1][NH2:2].[F:3][C:4]([F:32])([C:22]([F:31])([F:30])[C:23]([F:29])([F:28])[C:24]([F:27])([F:26])[F:25])[CH2:5][CH2:6][CH2:7][CH2:8][CH2:9][CH2:10]C1C=C(C)C=CC=1S([O-])(=O)=O. (5) Given the product [CH3:1][O:2][C:3]([C:5]1[S:6][C:7]([CH3:11])=[CH:8][C:9]=1[Cl:16])=[O:4], predict the reactants needed to synthesize it. The reactants are: [CH3:1][O:2][C:3]([C:5]1[S:6][C:7]([CH3:11])=[CH:8][C:9]=1N)=[O:4].N([O-])=O.[Na+].[ClH:16]. (6) The reactants are: [NH2:1][C:2]1[CH:3]=[CH:4][C:5]([CH:13]2[CH2:18][CH2:17][CH:16]([N:19]([CH3:21])[CH3:20])[CH2:15][CH2:14]2)=[C:6]2[C:10]=1[C:9](=[O:11])[N:8]([CH3:12])[CH2:7]2.N[C:23]1C=CC(C2CCC(=O)CC2)=C2C=1C(=O)N(C)C2.C(NC)C. Given the product [NH2:1][C:2]1[CH:3]=[CH:4][C:5]([CH:13]2[CH2:18][CH2:17][CH:16]([N:19]([CH2:21][CH3:23])[CH3:20])[CH2:15][CH2:14]2)=[C:6]2[C:10]=1[C:9](=[O:11])[N:8]([CH3:12])[CH2:7]2, predict the reactants needed to synthesize it. (7) Given the product [F:30][C:27]1[CH:28]=[CH:29][C:24]([C:15]2[C:14]3[CH:13]=[N:6][C:7]([C:8]([O:10][CH2:11][CH3:12])=[O:9])=[C:19]([OH:20])[C:18]=3[O:17][N:16]=2)=[CH:25][CH:26]=1, predict the reactants needed to synthesize it. The reactants are: COC1C=C(OC)C=CC=1C[N:6]([CH2:13][C:14]1[C:15]([C:24]2[CH:29]=[CH:28][C:27]([F:30])=[CH:26][CH:25]=2)=[N:16][O:17][C:18]=1[C:19](OCC)=[O:20])[CH2:7][C:8]([O:10][CH2:11][CH3:12])=[O:9].CC(C)([O-])C.[K+].S(Cl)(Cl)=O. (8) Given the product [CH3:11][NH:12][C:13]([C@@H:15]1[C@@H:19]([N:20]=[N+:21]=[N-:22])[C@@H:18]([O:23][C:24](=[O:26])[CH3:25])[C@H:17]([N:6]2[CH:5]=[N:4][C:3]3[C:7]2=[N:8][CH:9]=[N:10][C:2]=3[Cl:1])[O:16]1)=[O:14], predict the reactants needed to synthesize it. The reactants are: [Cl:1][C:2]1[N:10]=[CH:9][N:8]=[C:7]2[C:3]=1[NH:4][CH:5]=[N:6]2.[CH3:11][NH:12][C:13]([C@@H:15]1[C@@H:19]([N:20]=[N+:21]=[N-:22])[C@@H:18]([O:23][C:24](=[O:26])[CH3:25])[CH:17](OC(=O)C)[O:16]1)=[O:14].O([Si](C)(C)C)S(C(F)(F)F)(=O)=O.